Dataset: Reaction yield outcomes from USPTO patents with 853,638 reactions. Task: Predict the reaction yield, written as a fraction of the theoretical maximum amount of product (1.0 means a 100% yield; for example, 0.34 means a 34% yield). The reactants are [Cl:1][C:2]1[C:6]([N:7]([CH2:18][CH3:19])[C:8](=[O:17])[CH2:9][CH2:10][CH:11]2[CH2:15][CH2:14][NH:13][C:12]2=[O:16])=[CH:5][N:4]([C:20]2[CH:21]=[N:22][CH:23]=[CH:24][CH:25]=2)[N:3]=1.[H-].[Na+].FC(F)(F)S(O[CH2:34][C:35]([F:38])([F:37])[F:36])(=O)=O. The catalyst is C1COCC1. The product is [Cl:1][C:2]1[C:6]([N:7]([CH2:18][CH3:19])[C:8](=[O:17])[CH2:9][CH2:10][CH:11]2[CH2:15][CH2:14][N:13]([CH2:34][C:35]([F:38])([F:37])[F:36])[C:12]2=[O:16])=[CH:5][N:4]([C:20]2[CH:21]=[N:22][CH:23]=[CH:24][CH:25]=2)[N:3]=1. The yield is 0.240.